Dataset: Reaction yield outcomes from USPTO patents with 853,638 reactions. Task: Predict the reaction yield, written as a fraction of the theoretical maximum amount of product (1.0 means a 100% yield; for example, 0.34 means a 34% yield). (1) The reactants are Br[C:2]1[CH:7]=[CH:6][C:5](/[CH:8]=[CH:9]/[C:10]2[NH:11][CH:12]=[C:13]([C:15]3[CH:20]=[CH:19][C:18]([Cl:21])=[CH:17][C:16]=3[Cl:22])[N:14]=2)=[CH:4][CH:3]=1.[CH3:23][O:24][C:25]1[CH:30]=[CH:29][C:28](B(O)O)=[CH:27][CH:26]=1. No catalyst specified. The product is [Cl:22][C:16]1[CH:17]=[C:18]([Cl:21])[CH:19]=[CH:20][C:15]=1[C:13]1[N:14]=[C:10](/[CH:9]=[CH:8]/[C:5]2[CH:6]=[CH:7][C:2]([C:28]3[CH:29]=[CH:30][C:25]([O:24][CH3:23])=[CH:26][CH:27]=3)=[CH:3][CH:4]=2)[NH:11][CH:12]=1. The yield is 0.720. (2) The reactants are C(O[C:4](=[O:21])[C:5](=[CH:11][NH:12][C:13]1[CH:14]=[N:15][C:16]([O:19][CH3:20])=[CH:17][CH:18]=1)[C:6]([O:8][CH2:9][CH3:10])=[O:7])C. The catalyst is C1C=CC(C2C=CC=CC=2)=CC=1.C1C=CC(OC2C=CC=CC=2)=CC=1. The product is [CH2:9]([O:8][C:6]([C:5]1[C:4](=[O:21])[C:14]2[C:13](=[CH:18][CH:17]=[C:16]([O:19][CH3:20])[N:15]=2)[NH:12][CH:11]=1)=[O:7])[CH3:10]. The yield is 0.730.